From a dataset of Forward reaction prediction with 1.9M reactions from USPTO patents (1976-2016). Predict the product of the given reaction. (1) Given the reactants F[C:2](F)(F)[C:3](O)=O.[C:8]([C:11]1[CH:12]=[C:13]2[C:17](=[CH:18][CH:19]=1)[CH:16]([NH:20][C:21](=[O:27])OC(C)(C)C)[CH2:15][CH2:14]2)(=[O:10])[CH3:9], predict the reaction product. The product is: [C:8]([C:11]1[CH:12]=[C:13]2[C:17](=[CH:18][CH:19]=1)[CH:16]([NH:20][C:21](=[O:27])[CH2:2][CH3:3])[CH2:15][CH2:14]2)(=[O:10])[CH3:9]. (2) Given the reactants C([NH:9][C:10]([NH:12][C:13]1[C:18]([O:19][CH2:20][C:21]2[CH:26]=[CH:25][CH:24]=[CH:23][CH:22]=2)=[CH:17][C:16]([Br:27])=[CH:15][N:14]=1)=[S:11])(=O)C1C=CC=CC=1.[OH-].[Na+], predict the reaction product. The product is: [CH2:20]([O:19][C:18]1[C:13]([NH:12][C:10]([NH2:9])=[S:11])=[N:14][CH:15]=[C:16]([Br:27])[CH:17]=1)[C:21]1[CH:26]=[CH:25][CH:24]=[CH:23][CH:22]=1. (3) Given the reactants Cl[C:2]1[N:7]2[CH:8]=[CH:9][N:10]=[C:6]2[CH:5]=[C:4]([C:11]2[CH:16]=[CH:15][C:14]([O:17][CH3:18])=[C:13]([O:19][CH3:20])[CH:12]=2)[N:3]=1.[NH2:21][C:22]1[CH:29]=[CH:28][C:25]([C:26]#[N:27])=[CH:24][CH:23]=1.CC(O)C.Cl, predict the reaction product. The product is: [CH3:20][O:19][C:13]1[CH:12]=[C:11]([C:4]2[N:3]=[C:2]([NH:21][C:22]3[CH:29]=[CH:28][C:25]([C:26]#[N:27])=[CH:24][CH:23]=3)[N:7]3[CH:8]=[CH:9][N:10]=[C:6]3[CH:5]=2)[CH:16]=[CH:15][C:14]=1[O:17][CH3:18]. (4) Given the reactants [C:1]([O:5][C:6]([NH:8][C@@H:9]([C@H:13]([C:17]1[CH:22]=[CH:21][C:20]([C:23]2[CH:28]=[CH:27][C:26]([F:29])=[CH:25][CH:24]=2)=[CH:19][CH:18]=1)/[CH:14]=[CH:15]/[CH3:16])[C:10]([OH:12])=O)=[O:7])([CH3:4])([CH3:3])[CH3:2].C(Cl)CCl.C1C=CC2N(O)N=NC=2C=1.Cl.[F:45][C@H:46]1[CH2:50][CH2:49][NH:48][CH2:47]1.CCN(C(C)C)C(C)C, predict the reaction product. The product is: [C:1]([O:5][C:6]([NH:8][C@@H:9]([C@H:13]([C:17]1[CH:18]=[CH:19][C:20]([C:23]2[CH:24]=[CH:25][C:26]([F:29])=[CH:27][CH:28]=2)=[CH:21][CH:22]=1)[CH:14]=[CH:15][CH3:16])[C:10]([N:48]1[CH2:49][CH2:50][C@H:46]([F:45])[CH2:47]1)=[O:12])=[O:7])([CH3:2])([CH3:4])[CH3:3]. (5) Given the reactants CO[C:3]([C:5]1[CH:6]=[N:7][C:8](Cl)=[C:9](Br)[CH:10]=1)=[O:4].[Cl:13][C:14]1[CH:19]=[CH:18][C:17](B(O)O)=[CH:16][CH:15]=1.[CH3:23][N:24]1[C:28]([CH2:29][OH:30])=[N:27][CH:26]=[N:25]1.[NH2:31][CH2:32][C@:33]([CH3:38])([CH:35]1[CH2:37][CH2:36]1)[OH:34], predict the reaction product. The product is: [Cl:13][C:14]1[CH:19]=[CH:18][C:17]([C:9]2[C:8]([O:30][CH2:29][C:28]3[N:24]([CH3:23])[N:25]=[CH:26][N:27]=3)=[N:7][CH:6]=[C:5]([CH:10]=2)[C:3]([NH:31][CH2:32][C@:33]([CH:35]2[CH2:37][CH2:36]2)([OH:34])[CH3:38])=[O:4])=[CH:16][CH:15]=1. (6) Given the reactants C(OC(=O)[NH:7][C@@H:8]([C:13]1[CH:17]=[CH:16][S:15][CH:14]=1)[CH2:9][N:10]=[N+:11]=[N-:12])(C)(C)C, predict the reaction product. The product is: [N:10]([CH2:9][C@@H:8]([NH2:7])[C:13]1[CH:17]=[CH:16][S:15][CH:14]=1)=[N+:11]=[N-:12]. (7) Given the reactants Cl[C:2]1[C:7]([C:8]([O:10][CH3:11])=[O:9])=[CH:6][N:5]=[C:4]([Cl:12])[CH:3]=1.[CH3:13][C:14]1[CH:20]=[CH:19][C:18]([CH3:21])=[CH:17][C:15]=1[NH2:16].Cl, predict the reaction product. The product is: [Cl:12][C:4]1[CH:3]=[C:2]([NH:16][C:15]2[CH:17]=[C:18]([CH3:21])[CH:19]=[CH:20][C:14]=2[CH3:13])[C:7]([C:8]([O:10][CH3:11])=[O:9])=[CH:6][N:5]=1.